Dataset: Full USPTO retrosynthesis dataset with 1.9M reactions from patents (1976-2016). Task: Predict the reactants needed to synthesize the given product. Given the product [Br:17][C:18]1[CH:19]=[C:20]([NH:21][C:2]2[C:11]3[C:6](=[N:7][CH:8]=[C:9]([N+:12]([O-:14])=[O:13])[CH:10]=3)[N:5]=[CH:4][C:3]=2[C:15]#[N:16])[CH:22]=[CH:23][CH:24]=1, predict the reactants needed to synthesize it. The reactants are: Cl[C:2]1[C:11]2[C:6](=[N:7][CH:8]=[C:9]([N+:12]([O-:14])=[O:13])[CH:10]=2)[N:5]=[CH:4][C:3]=1[C:15]#[N:16].[Br:17][C:18]1[CH:19]=[C:20]([CH:22]=[CH:23][CH:24]=1)[NH2:21].